This data is from Forward reaction prediction with 1.9M reactions from USPTO patents (1976-2016). The task is: Predict the product of the given reaction. (1) Given the reactants [I:1][C:2]1[CH:3]=[C:4]2[C:9](=[CH:10][CH:11]=1)[N:8]=[CH:7][NH:6][C:5]2=O.O=S(Cl)[Cl:15], predict the reaction product. The product is: [Cl:15][C:5]1[C:4]2[C:9](=[CH:10][CH:11]=[C:2]([I:1])[CH:3]=2)[N:8]=[CH:7][N:6]=1. (2) Given the reactants [CH3:1][N:2]([CH3:31])[C:3]1[N:12]=[C:11]([NH:13][CH2:14][C:15]2[CH:20]=[CH:19][C:18]([NH:21][C:22]([CH:24]3[CH2:29][CH2:28][NH:27][CH2:26][CH2:25]3)=[O:23])=[CH:17][CH:16]=2)[C:10]2[C:5](=[CH:6][C:7]([CH3:30])=[CH:8][CH:9]=2)[N:4]=1.[F:32][C:33]([F:43])([F:42])[C:34]1[CH:41]=[CH:40][C:37]([CH:38]=O)=[CH:36][CH:35]=1, predict the reaction product. The product is: [CH3:1][N:2]([CH3:31])[C:3]1[N:12]=[C:11]([NH:13][CH2:14][C:15]2[CH:16]=[CH:17][C:18]([NH:21][C:22]([CH:24]3[CH2:29][CH2:28][N:27]([CH2:38][C:37]4[CH:36]=[CH:35][C:34]([C:33]([F:32])([F:42])[F:43])=[CH:41][CH:40]=4)[CH2:26][CH2:25]3)=[O:23])=[CH:19][CH:20]=2)[C:10]2[C:5](=[CH:6][C:7]([CH3:30])=[CH:8][CH:9]=2)[N:4]=1. (3) Given the reactants C[Si]([N:5]=[C:6]=[O:7])(C)C.[NH2:8][C:9]1[S:10][C:11]([C:15]2[CH:16]=[C:17]([NH:22][S:23]([C:26]3[S:30][C:29]([CH3:31])=[N:28][C:27]=3[CH3:32])(=[O:25])=[O:24])[C:18]([Cl:21])=[N:19][CH:20]=2)=[C:12]([CH3:14])[N:13]=1, predict the reaction product. The product is: [Cl:21][C:18]1[C:17]([NH:22][S:23]([C:26]2[S:30][C:29]([CH3:31])=[N:28][C:27]=2[CH3:32])(=[O:25])=[O:24])=[CH:16][C:15]([C:11]2[S:10][C:9]([NH:8][C:6]([NH2:5])=[O:7])=[N:13][C:12]=2[CH3:14])=[CH:20][N:19]=1. (4) Given the reactants C(OC(=O)[NH:7][C:8]1(/[CH:16]=[CH:17]/[C:18]2[CH:23]=[CH:22][C:21]([O:24][CH2:25][CH2:26][CH2:27][C:28]3[CH:33]=[CH:32][CH:31]=[CH:30][CH:29]=3)=[C:20]([C:34]([F:37])([F:36])[F:35])[CH:19]=2)[CH2:13][O:12]C(C)(C)[O:10][CH2:9]1)(C)(C)C.[ClH:39], predict the reaction product. The product is: [ClH:39].[NH2:7][C:8](/[CH:16]=[CH:17]/[C:18]1[CH:23]=[CH:22][C:21]([O:24][CH2:25][CH2:26][CH2:27][C:28]2[CH:33]=[CH:32][CH:31]=[CH:30][CH:29]=2)=[C:20]([C:34]([F:35])([F:36])[F:37])[CH:19]=1)([CH2:9][OH:10])[CH2:13][OH:12]. (5) Given the reactants Cl.Cl.[N:3]1([CH2:8][C:9]2[CH:14]=[CH:13][C:12]([S:15]([N:18]3[CH2:23][CH2:22][N:21]([CH2:24][CH:25]4[CH2:30][CH2:29][NH:28][CH2:27][CH2:26]4)[C:20](=[O:31])[CH2:19]3)(=[O:17])=[O:16])=[CH:11][CH:10]=2)[CH:7]=[CH:6][N:5]=[CH:4]1.Cl.Cl[C:34]1[CH:39]=[CH:38][CH:37]=[CH:36][N:35]=1.C(=O)(O)[O-].[Na+], predict the reaction product. The product is: [N:3]1([CH2:8][C:9]2[CH:10]=[CH:11][C:12]([S:15]([N:18]3[CH2:23][CH2:22][N:21]([CH2:24][CH:25]4[CH2:30][CH2:29][N:28]([C:38]5[CH:37]=[CH:36][N:35]=[CH:34][CH:39]=5)[CH2:27][CH2:26]4)[C:20](=[O:31])[CH2:19]3)(=[O:16])=[O:17])=[CH:13][CH:14]=2)[CH:7]=[CH:6][N:5]=[CH:4]1. (6) Given the reactants [NH2:1][C:2]1[C:7]([OH:8])=[C:6]([Cl:9])[CH:5]=[C:4]([F:10])[C:3]=1[N:11]1[C:15](=[O:16])[N:14]([CH2:17][CH2:18][CH2:19][F:20])[N:13]=[N:12]1.[CH2:21](Br)[C:22]#[CH:23].C(=O)([O-])[O-].[K+].[K+], predict the reaction product. The product is: [NH2:1][C:2]1[C:7]([O:8][CH2:23][C:22]#[CH:21])=[C:6]([Cl:9])[CH:5]=[C:4]([F:10])[C:3]=1[N:11]1[C:15](=[O:16])[N:14]([CH2:17][CH2:18][CH2:19][F:20])[N:13]=[N:12]1. (7) Given the reactants [CH:1]1[C:10]2[C:5](=[CH:6][CH:7]=[CH:8][CH:9]=2)[CH:4]=[CH:3][C:2]=1[N:11]1[CH2:15][CH2:14][NH:13][C:12]1=[O:16].Br[C:18]1[CH:19]=[N:20][CH:21]=[C:22]([O:24][CH3:25])[CH:23]=1.N[C@@H]1CCCC[C@H]1N.C(=O)([O-])[O-].[K+].[K+], predict the reaction product. The product is: [CH3:25][O:24][C:22]1[CH:23]=[C:18]([N:13]2[CH2:14][CH2:15][N:11]([C:2]3[CH:3]=[CH:4][C:5]4[C:10](=[CH:9][CH:8]=[CH:7][CH:6]=4)[CH:1]=3)[C:12]2=[O:16])[CH:19]=[N:20][CH:21]=1. (8) Given the reactants [NH2:1][C:2]1[CH:17]=[CH:16][C:5]([CH2:6][NH:7][C:8]([C:10]2[CH:15]=[CH:14][CH:13]=[CH:12][N:11]=2)=[O:9])=[CH:4][CH:3]=1.[CH3:18][C:19]1[CH:24]=[CH:23][C:22]([C:25]2[C:26]([C:31](O)=[O:32])=[CH:27][CH:28]=[CH:29][CH:30]=2)=[CH:21][CH:20]=1.ON1C2C=CC=CC=2N=N1.CN(C)CCCN=C=NCC, predict the reaction product. The product is: [CH3:18][C:19]1[CH:20]=[CH:21][C:22]([C:25]2[CH:30]=[CH:29][CH:28]=[CH:27][C:26]=2[C:31]([NH:1][C:2]2[CH:17]=[CH:16][C:5]([CH2:6][NH:7][C:8]([C:10]3[CH:15]=[CH:14][CH:13]=[CH:12][N:11]=3)=[O:9])=[CH:4][CH:3]=2)=[O:32])=[CH:23][CH:24]=1.